Predict the reaction yield, written as a fraction of the theoretical maximum amount of product (1.0 means a 100% yield; for example, 0.34 means a 34% yield). From a dataset of Reaction yield outcomes from USPTO patents with 853,638 reactions. (1) The yield is 0.840. The product is [CH2:88]([N:52]([CH2:48][CH2:49][CH2:50][CH3:51])[C:53]([C:55]1[N:56]=[C:57]([C:64]2[CH:73]=[CH:72][C:67]([C:68]([OH:70])=[O:69])=[CH:66][C:65]=2[C:74]([N:76]2[C@H:85]([CH2:86][OH:87])[CH2:84][C:83]3[C:78](=[CH:79][CH:80]=[CH:81][CH:82]=3)[CH2:77]2)=[O:75])[N:58]([CH2:60][CH2:61][O:62][CH3:63])[CH:59]=1)=[O:54])[CH2:89][CH2:90][CH3:91]. The reactants are C(N(CCCC)C(C1N=C(C2C=CC(C(O)=O)=CC=2C(N2[C@H](CO)CC3C(=CC=CC=3)C2)=O)N(CCC2C=CC=CC=2)C=1)=O)CCC.[CH2:48]([N:52]([CH2:88][CH2:89][CH2:90][CH3:91])[C:53]([C:55]1[N:56]=[C:57]([C:64]2[CH:73]=[CH:72][C:67]([C:68]([O:70]C)=[O:69])=[CH:66][C:65]=2[C:74]([N:76]2[C@H:85]([CH2:86][OH:87])[CH2:84][C:83]3[C:78](=[CH:79][CH:80]=[CH:81][CH:82]=3)[CH2:77]2)=[O:75])[N:58]([CH2:60][CH2:61][O:62][CH3:63])[CH:59]=1)=[O:54])[CH2:49][CH2:50][CH3:51]. No catalyst specified. (2) The product is [F:15][C:12]([F:13])([F:14])[C:3]1[CH:4]=[C:5]([CH:10]=[CH:11][C:2]=1[O:1][CH2:23][CH2:24][C:25]([F:28])([F:27])[F:26])[C:6]([O:8][CH3:9])=[O:7]. The catalyst is CN(C=O)C. The yield is 0.260. The reactants are [OH:1][C:2]1[CH:11]=[CH:10][C:5]([C:6]([O:8][CH3:9])=[O:7])=[CH:4][C:3]=1[C:12]([F:15])([F:14])[F:13].C(=O)([O-])[O-].[Cs+].[Cs+].Br[CH2:23][CH2:24][C:25]([F:28])([F:27])[F:26]. (3) The reactants are [Br:1][C:2]1[C:3]([F:10])=[C:4]([CH:6]=[CH:7][C:8]=1[F:9])[NH2:5].N1C=CC=CC=1.[CH2:17]([S:20](Cl)(=[O:22])=[O:21])[CH2:18][CH3:19].O. The catalyst is ClCCl.CN(C1C=CN=CC=1)C. The product is [Br:1][C:2]1[C:3]([F:10])=[C:4]([NH:5][S:20]([CH2:17][CH2:18][CH3:19])(=[O:22])=[O:21])[CH:6]=[CH:7][C:8]=1[F:9]. The yield is 0.860.